From a dataset of Catalyst prediction with 721,799 reactions and 888 catalyst types from USPTO. Predict which catalyst facilitates the given reaction. (1) Reactant: CN(C(ON1N=NC2C=CC=NC1=2)=[N+](C)C)C.F[P-](F)(F)(F)(F)F.[NH2:25][C:26]1[C:27]([C:36]([OH:38])=O)=[CH:28][C:29]2[C:34]([CH:35]=1)=[CH:33][CH:32]=[CH:31][CH:30]=2.Cl.[C:40]1([CH2:46][NH:47][C@H:48]([C:56]([O:58][CH3:59])=[O:57])[CH2:49][C:50]2[CH:55]=[CH:54][CH:53]=[CH:52][CH:51]=2)[CH:45]=[CH:44][CH:43]=[CH:42][CH:41]=1.C(N(C(C)C)CC)(C)C. Product: [NH2:25][C:26]1[C:27]([C:36]([N:47]([CH2:46][C:40]2[CH:45]=[CH:44][CH:43]=[CH:42][CH:41]=2)[C@H:48]([C:56]([O:58][CH3:59])=[O:57])[CH2:49][C:50]2[CH:55]=[CH:54][CH:53]=[CH:52][CH:51]=2)=[O:38])=[CH:28][C:29]2[C:34]([CH:35]=1)=[CH:33][CH:32]=[CH:31][CH:30]=2. The catalyst class is: 3. (2) Reactant: [NH2:1][C:2]1[CH:33]=[CH:32][C:5]([C:6]([N:8]2[CH2:13][CH2:12][N:11]([CH2:14][C:15]3[CH:20]=[CH:19][C:18]([C:21]([OH:30])([C:26]([F:29])([F:28])[F:27])[C:22]([F:25])([F:24])[F:23])=[CH:17][CH:16]=3)[C:10](=[O:31])[CH2:9]2)=[O:7])=[CH:4][C:3]=1[F:34].[C:35](Cl)(=O)[O:36]C1C=CC([N+]([O-])=O)=CC=1.[CH:48]1([CH2:51][NH2:52])[CH2:50][CH2:49]1.C(N(CC)CC)C. Product: [CH:48]1([CH2:51][NH:52][C:35]([NH:1][C:2]2[CH:33]=[CH:32][C:5]([C:6]([N:8]3[CH2:13][CH2:12][N:11]([CH2:14][C:15]4[CH:16]=[CH:17][C:18]([C:21]([OH:30])([C:22]([F:23])([F:24])[F:25])[C:26]([F:28])([F:29])[F:27])=[CH:19][CH:20]=4)[C:10](=[O:31])[CH2:9]3)=[O:7])=[CH:4][C:3]=2[F:34])=[O:36])[CH2:50][CH2:49]1. The catalyst class is: 346. (3) Reactant: CON(C)[C:4](=[O:28])[CH2:5][CH2:6][CH2:7][S:8][C:9]([C:22]1[CH:27]=[CH:26][CH:25]=[CH:24][CH:23]=1)([C:16]1[CH:21]=[CH:20][CH:19]=[CH:18][CH:17]=1)[C:10]1[CH:15]=[CH:14][CH:13]=[CH:12][CH:11]=1.[Cl:30][C:31]1[CH:32]=[C:33]([Mg]Br)[CH:34]=[CH:35][CH:36]=1. Product: [Cl:30][C:31]1[CH:36]=[C:35]([C:4](=[O:28])[CH2:5][CH2:6][CH2:7][S:8][C:9]([C:22]2[CH:23]=[CH:24][CH:25]=[CH:26][CH:27]=2)([C:16]2[CH:21]=[CH:20][CH:19]=[CH:18][CH:17]=2)[C:10]2[CH:15]=[CH:14][CH:13]=[CH:12][CH:11]=2)[CH:34]=[CH:33][CH:32]=1. The catalyst class is: 1. (4) Reactant: Br[C:2]1[CH:7]=[CH:6][CH:5]=[CH:4][N:3]=1.[CH3:8][C:9]1[CH:10]=[C:11]([OH:16])[CH:12]=[C:13]([CH3:15])[CH:14]=1. Product: [N:3]1[CH:4]=[CH:5][CH:6]=[CH:7][C:2]=1[O:16][C:11]1[CH:12]=[C:13]([CH3:15])[CH:14]=[C:9]([CH3:8])[CH:10]=1. The catalyst class is: 3. (5) Reactant: [Cl:1][C:2]1[C:11]2[C:6](=[CH:7][CH:8]=[C:9](B(O)O)[CH:10]=2)[CH:5]=[CH:4][N:3]=1.[C:15]([O:19][C:20]([N:22]1[CH2:27][CH:26]=[C:25](OS(C(F)(F)F)(=O)=O)[CH2:24][CH2:23]1)=[O:21])([CH3:18])([CH3:17])[CH3:16].[Cl-].[Li+].C(=O)([O-])[O-].[Na+].[Na+].[OH-].[NH4+]. Product: [C:15]([O:19][C:20]([N:22]1[CH2:23][CH:24]=[C:25]([C:9]2[CH:10]=[C:11]3[C:6]([CH:5]=[CH:4][N:3]=[C:2]3[Cl:1])=[CH:7][CH:8]=2)[CH2:26][CH2:27]1)=[O:21])([CH3:18])([CH3:16])[CH3:17]. The catalyst class is: 10. (6) Reactant: [CH2:1]([O:8][C:9]([NH:11][C:12]12[CH2:19][CH2:18][C:15]([C:20]([OH:22])=[O:21])([CH2:16][CH2:17]1)[CH2:14][CH2:13]2)=[O:10])[C:2]1[CH:7]=[CH:6][CH:5]=[CH:4][CH:3]=1.[O:23]1[CH:28]=[CH:27][CH2:26][CH2:25][CH2:24]1.O.C1(C)C=CC(S(O)(=O)=O)=CC=1. The catalyst class is: 4. Product: [CH2:1]([O:8][C:9]([NH:11][C:12]12[CH2:19][CH2:18][C:15]([C:20]([O:22][CH:24]3[CH2:25][CH2:26][CH2:27][CH2:28][O:23]3)=[O:21])([CH2:16][CH2:17]1)[CH2:14][CH2:13]2)=[O:10])[C:2]1[CH:3]=[CH:4][CH:5]=[CH:6][CH:7]=1. (7) Reactant: [Li+].[OH-].[Br:3][C:4]1[CH:5]=[CH:6][C:7]([O:22][CH2:23][C:24]2[CH:29]=[CH:28][C:27]([F:30])=[C:26]([F:31])[CH:25]=2)=[C:8]([CH:21]=1)[C:9]([O:11]CC1C=CC(F)=C(F)C=1)=[O:10]. Product: [Br:3][C:4]1[CH:5]=[CH:6][C:7]([O:22][CH2:23][C:24]2[CH:29]=[CH:28][C:27]([F:30])=[C:26]([F:31])[CH:25]=2)=[C:8]([CH:21]=1)[C:9]([OH:11])=[O:10]. The catalyst class is: 30.